Dataset: Catalyst prediction with 721,799 reactions and 888 catalyst types from USPTO. Task: Predict which catalyst facilitates the given reaction. (1) Reactant: [F:1][C:2]1[CH:3]=[C:4]2[C:8](=[CH:9][CH:10]=1)[N:7]([CH2:11][CH2:12][CH2:13][CH2:14][CH2:15][B:16]1[O:20]C(C)(C)C(C)(C)[O:17]1)[C:6]([C:25]1[CH:30]=[CH:29][C:28]([O:31][CH3:32])=[C:27]([O:33][CH3:34])[CH:26]=1)=[CH:5]2.N(CCO)CCO. Product: [F:1][C:2]1[CH:3]=[C:4]2[C:8](=[CH:9][CH:10]=1)[N:7]([CH2:11][CH2:12][CH2:13][CH2:14][CH2:15][B:16]([OH:20])[OH:17])[C:6]([C:25]1[CH:30]=[CH:29][C:28]([O:31][CH3:32])=[C:27]([O:33][CH3:34])[CH:26]=1)=[CH:5]2. The catalyst class is: 27. (2) Reactant: [N:1]([CH2:4][C:5]1[C:9]2[N:10]([CH3:26])[CH:11]=[C:12]([C:15]([NH:17][CH2:18][C:19]3[CH:24]=[CH:23][C:22]([Cl:25])=[CH:21][CH:20]=3)=[O:16])[C:13](=[O:14])[C:8]=2[S:7][C:6]=1[CH2:27][N:28]([CH2:30][C@@H:31]([OH:38])[C:32]1[CH:37]=[CH:36][CH:35]=[CH:34][N:33]=1)[CH3:29])=[N+]=[N-].C1(P(C2C=CC=CC=2)C2C=CC=CC=2)C=CC=CC=1. Product: [NH2:1][CH2:4][C:5]1[C:9]2[N:10]([CH3:26])[CH:11]=[C:12]([C:15]([NH:17][CH2:18][C:19]3[CH:20]=[CH:21][C:22]([Cl:25])=[CH:23][CH:24]=3)=[O:16])[C:13](=[O:14])[C:8]=2[S:7][C:6]=1[CH2:27][N:28]([CH2:30][C@@H:31]([OH:38])[C:32]1[CH:37]=[CH:36][CH:35]=[CH:34][N:33]=1)[CH3:29]. The catalyst class is: 20. (3) Reactant: CC1(C)COB([C:8]2[CH:9]=[CH:10][C:11]3[O:15][C:14](=[O:16])[N:13]([CH3:17])[C:12]=3[CH:18]=2)OC1.[C:20]([O:24][C:25](=[O:38])[NH:26][C@H:27]([C:36]#[N:37])[CH2:28][C:29]1[CH:34]=[CH:33][C:32](I)=[CH:31][CH:30]=1)([CH3:23])([CH3:22])[CH3:21].C(=O)([O-])[O-].[K+].[K+].C(Cl)Cl. Product: [C:20]([O:24][C:25](=[O:38])[NH:26][C@H:27]([C:36]#[N:37])[CH2:28][C:29]1[CH:30]=[CH:31][C:32]([C:8]2[CH:9]=[CH:10][C:11]3[O:15][C:14](=[O:16])[N:13]([CH3:17])[C:12]=3[CH:18]=2)=[CH:33][CH:34]=1)([CH3:23])([CH3:21])[CH3:22]. The catalyst class is: 117. (4) The catalyst class is: 12. Reactant: [Cl:1][C:2]1[S:6][C:5]([N:7](CC2C=CC(OC)=CC=2OC)[S:8]([C:11]2[CH:20]=[CH:19][C:14]([C:15]([O:17][CH3:18])=[O:16])=[C:13]([F:21])[CH:12]=2)(=[O:10])=[O:9])=[N:4][CH:3]=1.Cl. Product: [Cl:1][C:2]1[S:6][C:5]([NH:7][S:8]([C:11]2[CH:20]=[CH:19][C:14]([C:15]([O:17][CH3:18])=[O:16])=[C:13]([F:21])[CH:12]=2)(=[O:10])=[O:9])=[N:4][CH:3]=1. (5) Reactant: [CH3:1][C:2]1([N:8]2[CH2:13][CH2:12][CH:11]([N:14]3[C@@H:23]4[C@H:18]([CH2:19][CH2:20][CH2:21][CH2:22]4)[CH2:17][NH:16][C:15]3=[O:24])[CH2:10][CH2:9]2)[CH2:7][CH2:6][NH:5][CH2:4][CH2:3]1.C(N(CC)CC)C.Cl[C:33]([O:35][CH2:36][CH3:37])=[O:34]. Product: [O:24]=[C:15]1[NH:16][CH2:17][C@@H:18]2[C@H:23]([CH2:22][CH2:21][CH2:20][CH2:19]2)[N:14]1[CH:11]1[CH2:12][CH2:13][N:8]([C:2]2([CH3:1])[CH2:7][CH2:6][N:5]([C:33]([O:35][CH2:36][CH3:37])=[O:34])[CH2:4][CH2:3]2)[CH2:9][CH2:10]1. The catalyst class is: 4. (6) Reactant: [CH2:1]([O:3][C:4]1[CH:5]=[C:6]([CH:15]=[CH:16][C:17]=1[O:18][CH3:19])[CH2:7][N:8]1[CH2:13][CH2:12][CH:11]([NH2:14])[CH2:10][CH2:9]1)[CH3:2].[H-].[Na+].[NH2:22][C:23]1[C:28]([C:29]#[N:30])=[CH:27][N:26]=[C:25](Cl)[N:24]=1. Product: [NH2:22][C:23]1[C:28]([C:29]#[N:30])=[CH:27][N:26]=[C:25]([NH:14][CH:11]2[CH2:10][CH2:9][N:8]([CH2:7][C:6]3[CH:15]=[CH:16][C:17]([O:18][CH3:19])=[C:4]([O:3][CH2:1][CH3:2])[CH:5]=3)[CH2:13][CH2:12]2)[N:24]=1. The catalyst class is: 3. (7) Reactant: C(N(S(F)(F)[F:7])CC)C.[CH3:10][C:11]([CH3:40])([CH3:39])[CH2:12][C:13]1[N:14]=[C:15]([CH:24](O)[CH2:25][C:26]2[CH:31]=[CH:30][C:29]([C:32]3[CH:37]=[CH:36][CH:35]=[CH:34][N:33]=3)=[CH:28][CH:27]=2)[N:16]([S:18]([N:21]([CH3:23])[CH3:22])(=[O:20])=[O:19])[CH:17]=1. Product: [CH3:10][C:11]([CH3:40])([CH3:39])[CH2:12][C:13]1[N:14]=[C:15]([CH:24]([F:7])[CH2:25][C:26]2[CH:31]=[CH:30][C:29]([C:32]3[CH:37]=[CH:36][CH:35]=[CH:34][N:33]=3)=[CH:28][CH:27]=2)[N:16]([S:18]([N:21]([CH3:23])[CH3:22])(=[O:20])=[O:19])[CH:17]=1. The catalyst class is: 2.